From a dataset of Reaction yield outcomes from USPTO patents with 853,638 reactions. Predict the reaction yield, written as a fraction of the theoretical maximum amount of product (1.0 means a 100% yield; for example, 0.34 means a 34% yield). (1) The reactants are [OH:1][C:2]([C:5]1[N:10]=[CH:9][C:8]([C:11]2[CH:16]=[CH:15][N:14]=[C:13]([C:17]([O:19]C(C)C)=[O:18])[CH:12]=2)=[CH:7][CH:6]=1)([CH3:4])[CH3:3].[ClH:23]. No catalyst specified. The product is [ClH:23].[OH:1][C:2]([C:5]1[N:10]=[CH:9][C:8]([C:11]2[CH:16]=[CH:15][N:14]=[C:13]([C:17]([OH:19])=[O:18])[CH:12]=2)=[CH:7][CH:6]=1)([CH3:4])[CH3:3]. The yield is 0.870. (2) The reactants are OO.[Cl:3][C:4]1[N:5]=[N:6][C:7]([Cl:10])=[CH:8][CH:9]=1.C1(=O)OC(=[O:15])C=C1.C(O)(=O)/C=C/C.[OH-].[Na+]. The catalyst is ClCCl.CCCCCCC. The product is [Cl:3][C:4]1[N:5]=[N+:6]([O-:15])[C:7]([Cl:10])=[CH:8][CH:9]=1. The yield is 0.595. (3) The reactants are [Cl-].[Al+3].[Cl-].[Cl-].Cl[C:6]([CH:8]([CH2:13][C:14]1[CH:19]=[CH:18][CH:17]=[C:16]([Cl:20])[CH:15]=1)[C:9]([O:11][CH3:12])=[O:10])=[O:7].Cl. The catalyst is ClCCCl. The product is [Cl:20][C:16]1[CH:15]=[C:14]2[C:19](=[CH:18][CH:17]=1)[C:6](=[O:7])[CH:8]([C:9]([O:11][CH3:12])=[O:10])[CH2:13]2. The yield is 0.700. (4) The reactants are [N+:1]([O-:4])(O)=[O:2].S(=O)(=O)(O)O.[Cl:10][C:11]1[C:20]2[C:15](=[CH:16][C:17]([Cl:21])=[CH:18][CH:19]=2)[N:14]=[CH:13][CH:12]=1. No catalyst specified. The product is [Cl:10][C:11]1[C:20]2[C:15](=[C:16]([N+:1]([O-:4])=[O:2])[C:17]([Cl:21])=[CH:18][CH:19]=2)[N:14]=[CH:13][CH:12]=1. The yield is 0.940. (5) The reactants are [CH3:1][O:2][C:3]1[CH:4]=[C:5]([CH:9]=[CH:10][C:11]=1[N+:12]([O-:14])=[O:13])[C:6]([OH:8])=O.[CH2:15]([NH2:18])[CH2:16]N.S(Cl)(Cl)=[O:20]. The catalyst is CN(C)C=O.CC(C)=O.O. The product is [OH:20][CH2:16][CH2:15][NH:18][C:6](=[O:8])[C:5]1[CH:9]=[CH:10][C:11]([N+:12]([O-:14])=[O:13])=[C:3]([O:2][CH3:1])[CH:4]=1. The yield is 0.460. (6) The reactants are CCN(C(C)C)C(C)C.[Br:10][C:11]1[CH:12]=[C:13]2[C:18](Cl)=[C:17]([C:20]([NH2:22])=[O:21])[CH:16]=[N:15][N:14]2[CH:23]=1.[NH2:24][C@@H:25]1[CH2:29][CH2:28][C@:27]([CH3:34])([C:30]([O:32][CH3:33])=[O:31])[C:26]1([CH3:36])[CH3:35]. The catalyst is CN1C(=O)CCC1.C(OCC)(=O)C. The product is [Br:10][C:11]1[CH:12]=[C:13]2[C:18]([NH:24][C@@H:25]3[CH2:29][CH2:28][C@:27]([CH3:34])([C:30]([O:32][CH3:33])=[O:31])[C:26]3([CH3:36])[CH3:35])=[C:17]([C:20](=[O:21])[NH2:22])[CH:16]=[N:15][N:14]2[CH:23]=1. The yield is 0.575. (7) The reactants are [CH3:1][C@H:2]1[CH2:6][CH2:5][CH2:4][N:3]1[CH2:7][CH2:8][CH2:9][O:10][C:11]1[CH:23]=[C:22]2[C:14]([N:15]3[C:20](=[CH:21]2)[C:19](=[O:24])[NH:18][CH2:17][CH2:16]3)=[N:13][CH:12]=1.[CH3:25][C@H]1N[C@H](C)CC1. The yield is 0.190. No catalyst specified. The product is [CH3:1][C@@H:2]1[CH2:6][CH2:5][C@@H:4]([CH3:25])[N:3]1[CH2:7][CH2:8][CH2:9][O:10][C:11]1[CH:23]=[C:22]2[C:14]([N:15]3[C:20](=[CH:21]2)[C:19](=[O:24])[NH:18][CH2:17][CH2:16]3)=[N:13][CH:12]=1. (8) The reactants are [Cl-].[Cl-].[Cl-].[Al+3].[CH2:5]([O:7][C:8](=[O:12])[C:9](Cl)=[O:10])[CH3:6].[CH:13]([S:16][C:17]1[CH:22]=[CH:21][CH:20]=[CH:19][CH:18]=1)([CH3:15])[CH3:14]. The catalyst is C(Cl)Cl. The product is [CH2:5]([O:7][C:8](=[O:12])[C:9]([C:20]1[CH:21]=[CH:22][C:17]([S:16][CH:13]([CH3:15])[CH3:14])=[CH:18][CH:19]=1)=[O:10])[CH3:6]. The yield is 0.710. (9) The reactants are [Br:1][C:2]1[CH:3]=[C:4]2[C:9](=[CH:10][CH:11]=1)[C:8](O)=[CH:7][CH:6]=[CH:5]2.[CH2:13](Cl)[C:14]1[CH:19]=[CH:18][CH:17]=[CH:16][CH:15]=1.C(=O)([O-])[O-:22].[K+].[K+].[I-].[Na+]. The catalyst is CN(C)C=O. The product is [CH2:13]([O:22][C:7]1[CH:6]=[CH:5][C:4]2[C:9](=[CH:10][CH:11]=[C:2]([Br:1])[CH:3]=2)[CH:8]=1)[C:14]1[CH:19]=[CH:18][CH:17]=[CH:16][CH:15]=1. The yield is 0.780. (10) The reactants are FC(F)(F)S(O[C:7]1[C:8]([C:18](=[O:20])[CH3:19])=[CH:9][C:10]([Cl:17])=[C:11]2[C:16]=1[N:15]=[CH:14][CH:13]=[CH:12]2)(=O)=O.Cl.[NH:24]1[CH2:28][CH2:27][C@H:26]([NH:29][C:30](=[O:33])[O:31][CH3:32])[CH2:25]1.C(=O)([O-])[O-].[Cs+].[Cs+]. The catalyst is O1CCCC1.ClCCl.C([O-])(=O)C.[Pd+2].C([O-])(=O)C.C1C=CC(P(C2C=CC3C(=CC=CC=3)C=2C2C3C(=CC=CC=3)C=CC=2P(C2C=CC=CC=2)C2C=CC=CC=2)C2C=CC=CC=2)=CC=1. The product is [CH3:32][O:31][C:30](=[O:33])[NH:29][C@H:26]1[CH2:27][CH2:28][N:24]([C:7]2[C:8]([C:18](=[O:20])[CH3:19])=[CH:9][C:10]([Cl:17])=[C:11]3[C:16]=2[N:15]=[CH:14][CH:13]=[CH:12]3)[CH2:25]1. The yield is 0.700.